From a dataset of Reaction yield outcomes from USPTO patents with 853,638 reactions. Predict the reaction yield, written as a fraction of the theoretical maximum amount of product (1.0 means a 100% yield; for example, 0.34 means a 34% yield). The reactants are [CH2:1]([O:3][C:4]([C:6]1[CH:7]=[N:8][N:9]([C:11]2[N:15]([CH2:16][O:17][CH2:18][CH2:19][O:20][CH3:21])[C:14]3[CH:22]=[C:23]([Cl:27])[C:24]([NH2:26])=[CH:25][C:13]=3[N:12]=2)[CH:10]=1)=[O:5])[CH3:2].NC1C(Cl)=CC2NC(N3C=C(C(O)=O)C=N3)=NC=2C=1.[CH:47]1([S:50](Cl)(=[O:52])=[O:51])[CH2:49][CH2:48]1. The catalyst is N1C=CC=CC=1. The product is [CH2:1]([O:3][C:4]([C:6]1[CH:7]=[N:8][N:9]([C:11]2[N:15]([CH2:16][O:17][CH2:18][CH2:19][O:20][CH3:21])[C:14]3[CH:22]=[C:23]([Cl:27])[C:24]([NH:26][S:50]([CH:47]4[CH2:49][CH2:48]4)(=[O:52])=[O:51])=[CH:25][C:13]=3[N:12]=2)[CH:10]=1)=[O:5])[CH3:2]. The yield is 0.760.